From a dataset of Reaction yield outcomes from USPTO patents with 853,638 reactions. Predict the reaction yield, written as a fraction of the theoretical maximum amount of product (1.0 means a 100% yield; for example, 0.34 means a 34% yield). The reactants are [C:1]([O:5][C:6]([N:8]1[CH2:18][CH2:17][C:11]2[N:12]=[C:13]([NH2:16])[N:14]=[CH:15][C:10]=2[CH2:9]1)=[O:7])([CH3:4])([CH3:3])[CH3:2].[CH2:19]([C:21]1[CH:29]=[CH:28][C:24]([C:25](Cl)=[O:26])=[CH:23][CH:22]=1)[CH3:20].[OH-].[Na+].C(Cl)Cl. The catalyst is N1C=CC=CC=1. The product is [C:1]([O:5][C:6]([N:8]1[CH2:18][CH2:17][C:11]2[N:12]=[C:13]([NH:16][C:25](=[O:26])[C:24]3[CH:28]=[CH:29][C:21]([CH2:19][CH3:20])=[CH:22][CH:23]=3)[N:14]=[CH:15][C:10]=2[CH2:9]1)=[O:7])([CH3:4])([CH3:2])[CH3:3]. The yield is 0.840.